This data is from Full USPTO retrosynthesis dataset with 1.9M reactions from patents (1976-2016). The task is: Predict the reactants needed to synthesize the given product. (1) Given the product [CH3:1][C:2]1[CH2:7][C@@H:6]([C:8]2[CH:13]=[CH:12][C:11]([OH:14])=[CH:10][C:9]=2[OH:15])[C@H:5]([C:16]([C:18]2[CH:23]=[CH:22][C:21]([OH:24])=[CH:20][C:19]=2[OH:25])=[O:17])[C@@H:4]([C:26]2[C:31]3[O:32][C:33]([C:42]4[CH:47]=[CH:46][C:45]([OH:48])=[CH:44][C:43]=4[OH:49])=[C:34]([CH2:37][CH:38]=[C:39]([CH3:40])[CH3:41])[C:35](=[O:36])[C:30]=3[C:29]([OH:50])=[CH:28][C:27]=2[OH:51])[CH:3]=1.[CH3:52][C:53]1[CH2:58][CH:57]([C:59]2[CH:64]=[CH:63][C:62]([OH:65])=[CH:61][C:60]=2[OH:66])[C@H:56]([C:67]([C:69]2[CH:74]=[CH:73][C:72]([OH:75])=[C:71]([CH2:76][CH:77]=[C:78]([CH3:79])[CH3:80])[C:70]=2[OH:81])=[O:68])[C@@H:55]([C:82]2[C:87]3[O:88][C:89]([C:98]4[CH:103]=[CH:102][C:101]([OH:104])=[CH:100][C:99]=4[OH:105])=[C:90]([CH2:93][CH:94]=[C:95]([CH3:96])[CH3:97])[C:91](=[O:92])[C:86]=3[C:85]([OH:106])=[CH:84][C:83]=2[OH:107])[CH:54]=1.[C:26]1([CH:4]=[CH:5][C:16]([C:18]2[CH:23]=[CH:22][CH:21]=[CH:20][CH:19]=2)=[O:17])[CH:27]=[CH:28][CH:29]=[CH:30][CH:31]=1.[CH2:6]([C:8]1[CH:13]=[CH:12][CH:11]=[CH:10][C:9]=1[OH:15])[CH:5]=[C:4]([CH3:26])[CH3:3], predict the reactants needed to synthesize it. The reactants are: [CH3:1][C:2]1[CH2:7][C@@H:6]([C:8]2[CH:13]=[CH:12][C:11]([OH:14])=[CH:10][C:9]=2[OH:15])[C@H:5]([C:16]([C:18]2[CH:23]=[CH:22][C:21]([OH:24])=[CH:20][C:19]=2[OH:25])=[O:17])[C@@H:4]([C:26]2[C:31]3[O:32][C:33]([C:42]4[CH:47]=[CH:46][C:45]([OH:48])=[CH:44][C:43]=4[OH:49])=[C:34]([CH2:37][CH:38]=[C:39]([CH3:41])[CH3:40])[C:35](=[O:36])[C:30]=3[C:29]([OH:50])=[CH:28][C:27]=2[OH:51])[CH:3]=1.[CH3:52][C:53]1[CH2:58][CH:57]([C:59]2[CH:64]=[CH:63][C:62]([OH:65])=[CH:61][C:60]=2[OH:66])[C@H:56]([C:67]([C:69]2[CH:74]=[CH:73][C:72]([OH:75])=[C:71]([CH2:76][CH:77]=[C:78]([CH3:80])[CH3:79])[C:70]=2[OH:81])=[O:68])[C@@H:55]([C:82]2[C:87]3[O:88][C:89]([C:98]4[CH:103]=[CH:102][C:101]([OH:104])=[CH:100][C:99]=4[OH:105])=[C:90]([CH2:93][CH:94]=[C:95]([CH3:97])[CH3:96])[C:91](=[O:92])[C:86]=3[C:85]([OH:106])=[CH:84][C:83]=2[OH:107])[CH:54]=1. (2) Given the product [CH3:29][O:28][C:25]1[CH:24]=[CH:23][C:22]([C:20]2[N:21]=[C:17]([CH2:16][O:15][C:12]3[CH:11]=[CH:10][C:9]([O:8][CH:6]([CH3:7])[C:5]([OH:40])=[O:4])=[CH:14][CH:13]=3)[S:18][C:19]=2[C:30]2[CH:31]=[CH:32][C:33]([C:36]([F:39])([F:37])[F:38])=[CH:34][CH:35]=2)=[CH:27][CH:26]=1, predict the reactants needed to synthesize it. The reactants are: [Li+].[OH-].C[O:4][C:5](=[O:40])[CH:6]([O:8][C:9]1[CH:14]=[CH:13][C:12]([O:15][CH2:16][C:17]2[S:18][C:19]([C:30]3[CH:35]=[CH:34][C:33]([C:36]([F:39])([F:38])[F:37])=[CH:32][CH:31]=3)=[C:20]([C:22]3[CH:27]=[CH:26][C:25]([O:28][CH3:29])=[CH:24][CH:23]=3)[N:21]=2)=[CH:11][CH:10]=1)[CH3:7].Cl.